Dataset: Catalyst prediction with 721,799 reactions and 888 catalyst types from USPTO. Task: Predict which catalyst facilitates the given reaction. Reactant: [N:1]1[CH:6]=[CH:5][CH:4]=[CH:3][C:2]=1[NH:7][C:8]([N:10]1[C@@H:16]2[CH2:17][N:13]([CH2:14][CH2:15]2)[C:12]2[CH:18]=[CH:19][C:20]([C:22]([OH:24])=O)=[N:21][C:11]1=2)=[O:9].CN(C(ON1N=[N:40][C:35]2[CH:36]=[CH:37][CH:38]=NC1=2)=[N+](C)C)C.F[P-](F)(F)(F)(F)F.CCN(C(C)C)C(C)C.C1(N)CCC1. Product: [CH:35]1([NH:40][C:22]([C:20]2[CH:19]=[CH:18][C:12]3[N:13]4[CH2:17][C@H:16]([CH2:15][CH2:14]4)[N:10]([C:8]([NH:7][C:2]4[CH:3]=[CH:4][CH:5]=[CH:6][N:1]=4)=[O:9])[C:11]=3[N:21]=2)=[O:24])[CH2:36][CH2:37][CH2:38]1. The catalyst class is: 9.